From a dataset of NCI-60 drug combinations with 297,098 pairs across 59 cell lines. Regression. Given two drug SMILES strings and cell line genomic features, predict the synergy score measuring deviation from expected non-interaction effect. Drug 2: CC(C)(C#N)C1=CC(=CC(=C1)CN2C=NC=N2)C(C)(C)C#N. Synergy scores: CSS=-3.43, Synergy_ZIP=3.69, Synergy_Bliss=6.25, Synergy_Loewe=-2.61, Synergy_HSA=-2.14. Cell line: MALME-3M. Drug 1: CS(=O)(=O)OCCCCOS(=O)(=O)C.